This data is from Forward reaction prediction with 1.9M reactions from USPTO patents (1976-2016). The task is: Predict the product of the given reaction. (1) Given the reactants [CH:1]1([NH2:7])[CH2:6][CH2:5][CH2:4][CH2:3][CH2:2]1.ClC([O:12][C:13](=O)[O:14][C@H:15]1[CH2:20][CH2:19][CH2:18][N:17]([C:21](=[O:29])[C:22]2[CH:27]=[CH:26][C:25]([F:28])=[CH:24][CH:23]=2)[CH2:16]1)(Cl)Cl, predict the reaction product. The product is: [F:28][C:25]1[CH:24]=[CH:23][C:22]([C:21]([N:17]2[CH2:18][CH2:19][CH2:20][C@H:15]([O:14][C:13](=[O:12])[NH:7][CH:1]3[CH2:6][CH2:5][CH2:4][CH2:3][CH2:2]3)[CH2:16]2)=[O:29])=[CH:27][CH:26]=1. (2) Given the reactants [CH3:1][CH:2]1[CH2:11][C:10]2[C:5](=[CH:6][C:7]([O:20][CH3:21])=[C:8]([O:12][CH2:13][C:14]3[CH:19]=[CH:18][CH:17]=[CH:16][CH:15]=3)[CH:9]=2)[CH2:4][NH:3]1.CCN(C(C)C)C(C)C.[CH3:31][O:32][C:33]1[CH:40]=[CH:39][C:38]([O:41][CH3:42])=[CH:37][C:34]=1[CH2:35]Cl.[Cl-].[NH4+], predict the reaction product. The product is: [CH3:31][O:32][C:33]1[CH:40]=[CH:39][C:38]([O:41][CH3:42])=[CH:37][C:34]=1[CH2:35][N:3]1[CH:2]([CH3:1])[CH2:11][C:10]2[C:5](=[CH:6][C:7]([O:20][CH3:21])=[C:8]([O:12][CH2:13][C:14]3[CH:19]=[CH:18][CH:17]=[CH:16][CH:15]=3)[CH:9]=2)[CH2:4]1. (3) Given the reactants Br[CH2:2][C:3]1[CH:4]=[C:5]([CH:10]=[CH:11][CH:12]=1)[C:6]([O:8][CH3:9])=[O:7].C(OC([NH:20][NH2:21])=O)(C)(C)C.C(=O)([O-])[O-].[K+].[K+].O, predict the reaction product. The product is: [NH:20]([CH2:2][C:3]1[CH:4]=[C:5]([CH:10]=[CH:11][CH:12]=1)[C:6]([O:8][CH3:9])=[O:7])[NH2:21]. (4) Given the reactants [OH:1][C:2]1[CH:10]=[CH:9][C:5]([C:6]([NH2:8])=[O:7])=[CH:4][CH:3]=1.Cl[CH2:12][C:13](=O)[CH2:14][C:15]([O:17][CH3:18])=[O:16], predict the reaction product. The product is: [CH3:18][O:17][C:15](=[O:16])[CH2:14][C:13]1[N:8]=[C:6]([C:5]2[CH:9]=[CH:10][C:2]([OH:1])=[CH:3][CH:4]=2)[O:7][CH:12]=1. (5) Given the reactants [O:1]1[CH:5]=[CH:4][CH:3]=[C:2]1[CH2:6][CH2:7][NH:8][C:9](=O)[CH3:10].O=P12OP3(OP(OP(O3)(O1)=O)(=O)O2)=O, predict the reaction product. The product is: [CH3:10][C:9]1[C:3]2[CH:4]=[CH:5][O:1][C:2]=2[CH2:6][CH2:7][N:8]=1. (6) Given the reactants [CH:1]1([O:6][C:7]2[C:8]([N+:13]([O-])=O)=[N:9][CH:10]=[CH:11][CH:12]=2)[CH2:5][CH2:4][CH2:3][CH2:2]1.[Br:16]Br, predict the reaction product. The product is: [Br:16][C:11]1[CH:12]=[C:7]([O:6][CH:1]2[CH2:5][CH2:4][CH2:3][CH2:2]2)[C:8]([NH2:13])=[N:9][CH:10]=1. (7) Given the reactants C([O:5][C:6](=[O:51])[C:7]([CH3:50])([CH3:49])[CH2:8][C:9]1[CH:14]=[CH:13][C:12]([O:15][CH3:16])=[C:11]([C:17]2[C:18]([CH2:27][N:28]3[C@@H:32]([CH3:33])[C@@H:31]([C:34]4[CH:39]=[C:38]([C:40]([F:43])([F:42])[F:41])[CH:37]=[C:36]([C:44]([F:47])([F:46])[F:45])[CH:35]=4)[O:30][C:29]3=[O:48])=[N:19][C:20]([N:23]3[CH2:26][CH2:25][CH2:24]3)=[CH:21][CH:22]=2)[CH:10]=1)(C)(C)C.C(O)(C(F)(F)F)=O.[OH-].[K+].C(O)(=O)C, predict the reaction product. The product is: [N:23]1([C:20]2[N:19]=[C:18]([CH2:27][N:28]3[C@@H:32]([CH3:33])[C@@H:31]([C:34]4[CH:35]=[C:36]([C:44]([F:46])([F:45])[F:47])[CH:37]=[C:38]([C:40]([F:41])([F:43])[F:42])[CH:39]=4)[O:30][C:29]3=[O:48])[C:17]([C:11]3[CH:10]=[C:9]([CH2:8][C:7]([CH3:49])([CH3:50])[C:6]([OH:51])=[O:5])[CH:14]=[CH:13][C:12]=3[O:15][CH3:16])=[CH:22][CH:21]=2)[CH2:26][CH2:25][CH2:24]1.